Dataset: Retrosynthesis with 50K atom-mapped reactions and 10 reaction types from USPTO. Task: Predict the reactants needed to synthesize the given product. (1) Given the product CNS(=O)(=O)Cc1cccc([N+](=O)[O-])c1, predict the reactants needed to synthesize it. The reactants are: CN.O=[N+]([O-])c1cccc(CS(=O)(=O)Cl)c1. (2) The reactants are: Cc1cc(OCCCO)cc(OS(=O)(=O)c2ccccc2OC(F)(F)F)c1. Given the product Cc1cc(OCCC=O)cc(OS(=O)(=O)c2ccccc2OC(F)(F)F)c1, predict the reactants needed to synthesize it. (3) Given the product CCNc1nccc2c1c(C(N)=O)nn2-c1cccc(C#C[C@]2(O)CCN(C)C2=O)c1, predict the reactants needed to synthesize it. The reactants are: CCNc1nccc2c1c(C(=O)OC)nn2-c1cccc(C#C[C@]2(O)CCN(C)C2=O)c1.N. (4) Given the product CC(C)(O)CN(CCCCCCC1=C(c2cc(F)cc(F)c2)CCCc2cc(O)ccc21)CCCS(=O)CCC(F)(F)F, predict the reactants needed to synthesize it. The reactants are: CC(C)(O)CNCCCS(=O)CCC(F)(F)F.Oc1ccc2c(c1)CCCC(c1cc(F)cc(F)c1)=C2CCCCCCBr. (5) Given the product C[Si](C)(C)CCOCn1cc(-c2ccncc2)c2c(Oc3ccc([N+](=O)[O-])cc3F)ccnc21, predict the reactants needed to synthesize it. The reactants are: C[Si](C)(C)CCOCn1cc(Br)c2c(Oc3ccc([N+](=O)[O-])cc3F)ccnc21.OB(O)c1ccncc1.